This data is from Full USPTO retrosynthesis dataset with 1.9M reactions from patents (1976-2016). The task is: Predict the reactants needed to synthesize the given product. (1) Given the product [CH2:1]([N:8]1[CH2:13][CH2:12][C@H:11]([CH:14]([NH2:16])[CH3:15])[C@@H:10]([C:18]2[CH:23]=[CH:22][C:21]([Cl:24])=[CH:20][CH:19]=2)[CH2:9]1)[C:2]1[CH:3]=[CH:4][CH:5]=[CH:6][CH:7]=1, predict the reactants needed to synthesize it. The reactants are: [CH2:1]([N:8]1[CH2:13][CH2:12][C@H:11]([C:14](=[N:16]O)[CH3:15])[C@@H:10]([C:18]2[CH:23]=[CH:22][C:21]([Cl:24])=[CH:20][CH:19]=2)[CH2:9]1)[C:2]1[CH:7]=[CH:6][CH:5]=[CH:4][CH:3]=1. (2) Given the product [CH3:17][C@H:12]1[C:11]2[N:10]=[CH:9][N:8]([C:5]3[CH:18]=[CH:7][CH:2]=[CH:3][N:4]=3)[C:16]=2[CH2:15][CH2:14][NH:13]1, predict the reactants needed to synthesize it. The reactants are: F[C:2]1[CH:3]=[N:4][C:5]([N:8]2[C:16]3[CH:15]=[CH:14][N:13]=[C:12]([CH3:17])[C:11]=3[N:10]=[CH:9]2)=N[CH:7]=1.[CH3:18]O. (3) Given the product [CH3:18][O:17][CH2:16][CH2:15][O:14][CH2:13][CH2:12][O:11][CH2:10][C@@H:9]([NH2:8])[CH3:19], predict the reactants needed to synthesize it. The reactants are: C([N:8](CC1C=CC=CC=1)[C@@H:9]([CH3:19])[CH2:10][O:11][CH2:12][CH2:13][O:14][CH2:15][CH2:16][O:17][CH3:18])C1C=CC=CC=1.[H][H]. (4) Given the product [CH:28]1([N:25]2[CH2:24][CH2:23][N:22]([C:20](=[O:21])[CH2:19][N:14]3[CH2:13][CH2:12][C:11]4[C:16](=[CH:17][CH:18]=[C:9]([OH:8])[CH:10]=4)[CH2:15]3)[CH2:27][CH2:26]2)[CH2:31][CH2:30][CH2:29]1, predict the reactants needed to synthesize it. The reactants are: C([O:8][C:9]1[CH:10]=[C:11]2[C:16](=[CH:17][CH:18]=1)[CH2:15][N:14]([CH2:19][C:20]([N:22]1[CH2:27][CH2:26][N:25]([CH:28]3[CH2:31][CH2:30][CH2:29]3)[CH2:24][CH2:23]1)=[O:21])[CH2:13][CH2:12]2)C1C=CC=CC=1. (5) Given the product [N:26]1[CH:27]=[CH:28][CH:29]=[CH:30][C:25]=1[C:24]([N:20]1[CH2:21][CH2:22][N:23]([C:12](=[O:14])[C:11]([C:7]2[C:6]3[C:10](=[C:2]([Br:1])[N:3]=[CH:4][CH:5]=3)[NH:9][CH:8]=2)=[O:15])[C@@H:18]([CH3:17])[CH2:19]1)=[O:31], predict the reactants needed to synthesize it. The reactants are: [Br:1][C:2]1[N:3]=[CH:4][CH:5]=[C:6]2[C:10]=1[NH:9][CH:8]=[C:7]2[C:11](=[O:15])[C:12]([O-:14])=O.[K+].[CH3:17][C@@H:18]1[NH:23][CH2:22][CH2:21][N:20]([C:24](=[O:31])[C:25]2[CH:30]=[CH:29][CH:28]=[CH:27][N:26]=2)[CH2:19]1.